Task: Predict the reactants needed to synthesize the given product.. Dataset: Full USPTO retrosynthesis dataset with 1.9M reactions from patents (1976-2016) (1) Given the product [F:3][C:4]1[C:9]([F:10])=[CH:8][C:7]([CH3:11])=[CH:6][C:5]=1[OH:12], predict the reactants needed to synthesize it. The reactants are: OO.[F:3][C:4]1[C:9]([F:10])=[CH:8][C:7]([CH3:11])=[CH:6][C:5]=1[O:12]B(O)O. (2) Given the product [F:31][C@H:2]1[C@H:13]2[C@H:9]([N:10]([C:15]([O:17][C:18]([CH3:21])([CH3:20])[CH3:19])=[O:16])[C:11](=[O:14])[CH2:12]2)[C:8]2[C:3]1=[CH:4][CH:5]=[CH:6][CH:7]=2, predict the reactants needed to synthesize it. The reactants are: O[C@@H:2]1[C@H:13]2[C@H:9]([N:10]([C:15]([O:17][C:18]([CH3:21])([CH3:20])[CH3:19])=[O:16])[C:11](=[O:14])[CH2:12]2)[C:8]2[C:3]1=[CH:4][CH:5]=[CH:6][CH:7]=2.ClCCl.C(N(S(F)(F)[F:31])CC)C. (3) Given the product [CH3:1][O:2][NH:3][CH:4]([CH3:15])[CH2:5][C:6]1[C:7]([Cl:14])=[CH:8][C:9]([Cl:13])=[CH:10][C:11]=1[Cl:12], predict the reactants needed to synthesize it. The reactants are: [CH3:1][O:2][N:3]=[C:4]([CH3:15])[CH2:5][C:6]1[C:11]([Cl:12])=[CH:10][C:9]([Cl:13])=[CH:8][C:7]=1[Cl:14].C(O)(=O)C.S(=O)(=O)(O)O.[H][H].[OH-].[Na+]. (4) Given the product [CH3:55][N:12]([CH2:11][CH2:10][N:6]1[CH2:7][CH2:8][CH2:9][C@H:5]1[C:3](=[O:4])[NH:2][CH2:56][CH2:57][O:58][CH2:59][CH2:60][O:61][CH2:62][CH2:63][O:64][CH2:65][CH2:66][C:67]([O:69][C:70]([CH3:72])([CH3:71])[CH3:73])=[O:68])[C:13](=[O:54])[C:14]1[CH:19]=[CH:18][CH:17]=[C:16]([C:20](=[O:53])[NH:21][C:22]2[CH:27]=[CH:26][C:25]([N:28]3[CH2:29][CH2:30][CH2:31][CH2:32][CH2:33]3)=[CH:24][C:23]=2[C:34]2[CH:39]=[C:38]([C:40](=[O:52])[NH:41][C@@H:42]3[C:51]4[C:46](=[CH:47][CH:48]=[CH:49][CH:50]=4)[CH2:45][CH2:44][CH2:43]3)[CH:37]=[CH:36][N:35]=2)[CH:15]=1, predict the reactants needed to synthesize it. The reactants are: C[N:2]([CH2:56][CH2:57][O:58][CH2:59][CH2:60][O:61][CH2:62][CH2:63][O:64][CH2:65][CH2:66][C:67]([O:69][C:70]([CH3:73])([CH3:72])[CH3:71])=[O:68])[C:3]([C@@H:5]1[CH2:9][CH2:8][CH2:7][N:6]1[CH2:10][CH2:11][N:12]([CH3:55])[C:13](=[O:54])[C:14]1[CH:19]=[CH:18][CH:17]=[C:16]([C:20](=[O:53])[NH:21][C:22]2[CH:27]=[CH:26][C:25]([N:28]3[CH2:33][CH2:32][CH2:31][CH2:30][CH2:29]3)=[CH:24][C:23]=2[C:34]2[CH:39]=[C:38]([C:40](=[O:52])[NH:41][C@@H:42]3[C:51]4[C:46](=[CH:47][CH:48]=[CH:49][CH:50]=4)[CH2:45][CH2:44][CH2:43]3)[CH:37]=[CH:36][N:35]=2)[CH:15]=1)=[O:4].NCCOCCOCCOCCC(OC(C)(C)C)=O. (5) Given the product [C:1]1([NH:7][C:8]([N:24]2[CH2:25][CH2:26][C:21]3([N:17]([CH2:10][C:11]4[CH:16]=[CH:15][CH:14]=[CH:13][CH:12]=4)[C:18](=[O:34])[CH:19]([CH2:27][C:28]4[CH:33]=[CH:32][CH:31]=[CH:30][CH:29]=4)[NH:20]3)[CH2:22][CH2:23]2)=[S:9])[CH:6]=[CH:5][CH:4]=[CH:3][CH:2]=1, predict the reactants needed to synthesize it. The reactants are: [C:1]1([N:7]=[C:8]=[S:9])[CH:6]=[CH:5][CH:4]=[CH:3][CH:2]=1.[CH2:10]([N:17]1[C:21]2([CH2:26][CH2:25][NH:24][CH2:23][CH2:22]2)[NH:20][CH:19]([CH2:27][C:28]2[CH:33]=[CH:32][CH:31]=[CH:30][CH:29]=2)[C:18]1=[O:34])[C:11]1[CH:16]=[CH:15][CH:14]=[CH:13][CH:12]=1. (6) Given the product [CH3:14][C:15]1[NH:16][N:17]([C:21]2[CH:38]=[CH:37][C:24]3[NH:25][C:26]([C:28]4[CH:36]=[CH:35][C:31]([C:32]([NH:11][C:10]5[CH:12]=[CH:13][C:7]([N:4]6[CH2:3][CH2:2][O:1][CH2:6][CH2:5]6)=[CH:8][CH:9]=5)=[O:33])=[CH:30][CH:29]=4)=[N:27][C:23]=3[CH:22]=2)[C:18](=[O:20])[CH:19]=1, predict the reactants needed to synthesize it. The reactants are: [O:1]1[CH2:6][CH2:5][N:4]([C:7]2[CH:13]=[CH:12][C:10]([NH2:11])=[CH:9][CH:8]=2)[CH2:3][CH2:2]1.[CH3:14][C:15]1[NH:16][N:17]([C:21]2[CH:38]=[CH:37][C:24]3[NH:25][C:26]([C:28]4[CH:36]=[CH:35][C:31]([C:32]([O-])=[O:33])=[CH:30][CH:29]=4)=[N:27][C:23]=3[CH:22]=2)[C:18](=[O:20])[CH:19]=1. (7) Given the product [CH3:1][CH:2]([CH3:32])[C:3]([O:5][CH:6]([N:8]1[C:12]2[CH:13]=[CH:14][CH:15]=[CH:16][C:11]=2[N:10]=[C:9]1[S:17]([CH2:18][C:19]1[C:24]([CH3:25])=[C:23]([O:26][CH2:27][C:28]([F:30])([F:31])[F:29])[CH:22]=[CH:21][N:20]=1)=[O:38])[CH3:7])=[O:4], predict the reactants needed to synthesize it. The reactants are: [CH3:1][CH:2]([CH3:32])[C:3]([O:5][CH:6]([N:8]1[C:12]2[CH:13]=[CH:14][CH:15]=[CH:16][C:11]=2[N:10]=[C:9]1[S:17][CH2:18][C:19]1[C:24]([CH3:25])=[C:23]([O:26][CH2:27][C:28]([F:31])([F:30])[F:29])[CH:22]=[CH:21][N:20]=1)[CH3:7])=[O:4].ClC1C=C(C=CC=1)C(OO)=[O:38]. (8) Given the product [ClH:28].[F:1][C:2]1[C:3]([CH2:8][O:9][C:10]2[C:11]3[N:12]([C:17]([C:21]([OH:23])=[O:22])=[C:18]([CH3:20])[N:19]=3)[CH:13]=[C:14]([CH3:16])[CH:15]=2)=[N:4][CH:5]=[CH:6][CH:7]=1, predict the reactants needed to synthesize it. The reactants are: [F:1][C:2]1[C:3]([CH2:8][O:9][C:10]2[C:11]3[N:12]([C:17]([C:21]([O:23]CC)=[O:22])=[C:18]([CH3:20])[N:19]=3)[CH:13]=[C:14]([CH3:16])[CH:15]=2)=[N:4][CH:5]=[CH:6][CH:7]=1.[OH-].[Li+].[ClH:28]. (9) Given the product [Cl:1][C:2]1[CH:3]=[CH:4][C:5]([CH2:8][CH:9]([O:24][CH2:25][CH:26]([CH3:28])[CH3:27])[CH2:10][NH:11][C:12]2[C:13]([NH2:21])=[CH:14][C:15]([CH:18]([CH3:20])[CH3:19])=[CH:16][CH:17]=2)=[CH:6][CH:7]=1, predict the reactants needed to synthesize it. The reactants are: [Cl:1][C:2]1[CH:7]=[CH:6][C:5]([CH2:8][CH:9]([O:24][CH2:25][CH:26]([CH3:28])[CH3:27])[CH2:10][NH:11][C:12]2[CH:17]=[CH:16][C:15]([CH:18]([CH3:20])[CH3:19])=[CH:14][C:13]=2[N+:21]([O-])=O)=[CH:4][CH:3]=1.[H][H]. (10) Given the product [Cl:24][C:15]1[C:14]2[C:13](=[CH:21][CH:20]=[CH:19][CH:18]=2)[N:12]=[C:11]2[N:7]([C:2]3[CH:3]=[CH:4][CH:5]=[CH:6][N:1]=3)[N:8]=[CH:9][C:10]=12, predict the reactants needed to synthesize it. The reactants are: [N:1]1[CH:6]=[CH:5][CH:4]=[CH:3][C:2]=1[N:7]1[C:11]([NH:12][C:13]2[CH:21]=[CH:20][CH:19]=[CH:18][C:14]=2[C:15](O)=O)=[CH:10][CH:9]=[N:8]1.P(Cl)(Cl)([Cl:24])=O.[OH-].[Na+].